The task is: Predict the reactants needed to synthesize the given product.. This data is from Full USPTO retrosynthesis dataset with 1.9M reactions from patents (1976-2016). (1) The reactants are: [C:1]([NH2:9])(=[O:8])[C:2]1[CH:7]=[CH:6][CH:5]=[CH:4][CH:3]=1.Br[CH:11]([CH3:21])[C:12]([C:14]1[CH:19]=[CH:18][C:17]([Br:20])=[CH:16][CH:15]=1)=O. Given the product [Br:20][C:17]1[CH:18]=[CH:19][C:14]([C:12]2[N:9]=[C:1]([C:2]3[CH:7]=[CH:6][CH:5]=[CH:4][CH:3]=3)[O:8][C:11]=2[CH3:21])=[CH:15][CH:16]=1, predict the reactants needed to synthesize it. (2) Given the product [C:29]1([C:28](=[N:27][CH:26]([C@H:12]([CH2:13][CH3:14])[CH2:15][CH:16]([CH3:21])[CH2:17][CH2:18][CH:19]=[CH2:20])[C:25]([O:24][CH2:22][CH3:23])=[O:41])[C:35]2[CH:40]=[CH:39][CH:38]=[CH:37][CH:36]=2)[CH:30]=[CH:31][CH:32]=[CH:33][CH:34]=1, predict the reactants needed to synthesize it. The reactants are: CC1C=CC(S(O[C@H:12]([CH2:15][CH:16]([CH3:21])[CH2:17][CH2:18][CH:19]=[CH2:20])[CH2:13][CH3:14])(=O)=O)=CC=1.[CH2:22]([O:24][C:25](=[O:41])[CH2:26][N:27]=[C:28]([C:35]1[CH:40]=[CH:39][CH:38]=[CH:37][CH:36]=1)[C:29]1[CH:34]=[CH:33][CH:32]=[CH:31][CH:30]=1)[CH3:23].[Li+].C[Si]([N-][Si](C)(C)C)(C)C. (3) The reactants are: C1(P(C2C=CC=CC=2)C2C=CC=CC=2)C=CC=CC=1.II.C(N(CC)CC)C.O=[C:30]([NH:41][NH:42][C:43](=[O:46])[CH2:44][CH3:45])[CH2:31][CH2:32][NH:33][C:34](=[O:40])[O:35][C:36]([CH3:39])([CH3:38])[CH3:37]. Given the product [CH2:44]([C:43]1[O:46][C:30]([CH2:31][CH2:32][NH:33][C:34](=[O:40])[O:35][C:36]([CH3:37])([CH3:38])[CH3:39])=[N:41][N:42]=1)[CH3:45], predict the reactants needed to synthesize it. (4) Given the product [NH:63]1[C:62]2[C:61]3[CH:67]=[CH:68][CH:69]=[CH:70][C:60]=3[O:59][C:58]3[CH:71]=[CH:72][CH:55]=[CH:56][C:57]=3[C:66]=2[N:65]=[CH:64]1, predict the reactants needed to synthesize it. The reactants are: C1C2C(=O)C(=O)C3C=CC=CC=3SC=2C=CC=1.ClC1C=CC2OC3C=CC=CC=3C(=O)C(=O)C=2C=1.N1C2C3C=CC=CC=3SC3C=CC=CC=3C=2N=C1.Cl[C:55]1[CH:72]=[CH:71][C:58]2[O:59][C:60]3[CH:70]=[CH:69][CH:68]=[CH:67][C:61]=3[C:62]3[NH:63][CH:64]=[N:65][C:66]=3[C:57]=2[CH:56]=1.ClC1C=CC2SC3C=CC=CC=3C3NC=NC=3C=2C=1. (5) Given the product [ClH:1].[Cl:1][C:2]1[C:9]([Cl:10])=[CH:8][CH:7]=[CH:6][C:3]=1[CH:4]=[N:15][NH:14][C:11]([NH2:13])=[NH:12], predict the reactants needed to synthesize it. The reactants are: [Cl:1][C:2]1[C:9]([Cl:10])=[CH:8][CH:7]=[CH:6][C:3]=1[CH:4]=O.[C:11]([NH:14][NH2:15])([NH2:13])=[NH:12].Cl. (6) Given the product [Br:1][C:2]1[CH:7]=[C:6]([C:8]([F:11])([F:10])[F:9])[CH:5]=[C:4]([Cl:12])[C:3]=1[C:14]#[N:15], predict the reactants needed to synthesize it. The reactants are: [Br:1][C:2]1[CH:7]=[C:6]([C:8]([F:11])([F:10])[F:9])[CH:5]=[C:4]([Cl:12])[C:3]=1I.[C:14]([Cu])#[N:15]. (7) Given the product [CH:25]1([NH:28][C:20]([C:18]2[N:17]([CH3:23])[N:16]=[C:15]([NH:14][CH2:13][C:12]3[C:8]([C:5]4[CH:4]=[CH:3][C:2]([F:1])=[CH:7][N:6]=4)=[N:9][O:10][C:11]=3[CH3:24])[CH:19]=2)=[O:22])[CH2:27][CH2:26]1, predict the reactants needed to synthesize it. The reactants are: [F:1][C:2]1[CH:3]=[CH:4][C:5]([C:8]2[C:12]([CH2:13][NH:14][C:15]3[CH:19]=[C:18]([C:20]([OH:22])=O)[N:17]([CH3:23])[N:16]=3)=[C:11]([CH3:24])[O:10][N:9]=2)=[N:6][CH:7]=1.[CH:25]1([NH2:28])[CH2:27][CH2:26]1. (8) Given the product [Br-:1].[CH:28]1([C:8]([OH:34])([C:2]2[CH:7]=[CH:6][CH:5]=[CH:4][CH:3]=2)[C:9]([O:11][CH:12]2[CH2:16][CH2:15][CH2:14][N+:13]2([CH3:27])[CH:17]([C:21]2[CH:26]=[N:25][CH:24]=[CH:23][N:22]=2)[C:18](=[O:20])[NH2:19])=[O:10])[CH2:29][CH2:30][CH2:31][CH2:32]1, predict the reactants needed to synthesize it. The reactants are: [Br-:1].[CH:2]1([C:8]([OH:34])([C:28]2C=[CH:32][CH:31]=[CH:30][CH:29]=2)[C:9]([O:11][CH:12]2[CH2:16][CH2:15][CH2:14][N+:13]2([CH3:27])[CH:17]([C:21]2[CH:26]=[N:25][CH:24]=[CH:23][N:22]=2)[C:18](=[O:20])[NH2:19])=[O:10])[CH2:7][CH2:6][CH2:5][CH2:4][CH2:3]1.C1(C(C2C=CC=CC=2)(O)C(O)=O)CCCC1. (9) Given the product [C:1]([O:5][C:6](=[O:7])[NH:8][C:9]1[CH:14]=[CH:13][C:12]([S:15][C:16]2[CH:24]=[CH:23][C:19]([C:20](=[O:21])[NH:64][C@H:61]([C:47]3[CH:48]=[CH:49][CH:50]=[CH:51][CH:52]=3)[CH3:62])=[CH:18][C:17]=2[NH:25][C:26]2[C:27]3[CH:35]=[CH:34][C:33]([CH:36]([CH3:37])[CH3:38])=[N:32][C:28]=3[N:29]=[CH:30][N:31]=2)=[CH:11][CH:10]=1)([CH3:3])([CH3:4])[CH3:2], predict the reactants needed to synthesize it. The reactants are: [C:1]([O:5][C:6]([NH:8][C:9]1[CH:14]=[CH:13][C:12]([S:15][C:16]2[CH:24]=[CH:23][C:19]([C:20](O)=[O:21])=[CH:18][C:17]=2[NH:25][C:26]2[C:27]3[CH:35]=[CH:34][C:33]([CH:36]([CH3:38])[CH3:37])=[N:32][C:28]=3[N:29]=[CH:30][N:31]=2)=[CH:11][CH:10]=1)=[O:7])([CH3:4])([CH3:3])[CH3:2].F[B-](F)(F)F.N1(OC(N(C)C)=[N+](C)C)[C:48]2[CH:49]=[CH:50][CH:51]=[CH:52][C:47]=2N=N1.[CH:61]([N:64](CC)C(C)C)(C)[CH3:62].O(C(C)C)C(C)C. (10) Given the product [Cl:1][C:2]1[CH:7]=[C:37]([Cl:40])[CH:5]=[CH:4][C:3]=1[CH2:9][N:10]1[C:11]([OH:31])=[C:12]([C:27]([NH:36][CH2:32][CH:33]([CH3:35])[CH3:34])=[O:29])[C:13]([OH:26])=[C:14]([C:17]([NH:19][CH2:20][C:21]([OH:23])=[O:22])=[O:18])[C:15]1=[O:16], predict the reactants needed to synthesize it. The reactants are: [Cl:1][C:2]1[CH:7]=C(Cl)[CH:5]=[CH:4][C:3]=1[CH2:9][N:10]1[C:15](=[O:16])[C:14]([C:17]([NH:19][CH2:20][C:21]([O:23]CC)=[O:22])=[O:18])=[C:13]([OH:26])[C:12]([C:27]([O:29]C)=O)=[C:11]1[OH:31].[CH2:32]([NH2:36])[CH:33]([CH3:35])[CH3:34].[CH:37]([Cl:40])(Cl)Cl.